Dataset: TCR-epitope binding with 47,182 pairs between 192 epitopes and 23,139 TCRs. Task: Binary Classification. Given a T-cell receptor sequence (or CDR3 region) and an epitope sequence, predict whether binding occurs between them. (1) The epitope is FPPTSFGPL. The TCR CDR3 sequence is CASSKSRTGTSGSSYNEQFF. Result: 1 (the TCR binds to the epitope). (2) The epitope is LPRRSGAAGA. The TCR CDR3 sequence is CSVMRTDFQYF. Result: 0 (the TCR does not bind to the epitope). (3) The epitope is YFPLQSYGF. The TCR CDR3 sequence is CASSQGGPSSGANVLTF. Result: 1 (the TCR binds to the epitope). (4) The epitope is YIFFASFYY. The TCR CDR3 sequence is CASTPIPIDEQFF. Result: 1 (the TCR binds to the epitope). (5) The epitope is QARQMVQAMRTIGTHP. The TCR CDR3 sequence is CASSQGGQGAWNEQFF. Result: 1 (the TCR binds to the epitope). (6) The epitope is GILGFVFTL. The TCR CDR3 sequence is CASSVEDYGSVSYGYTF. Result: 1 (the TCR binds to the epitope).